Dataset: Reaction yield outcomes from USPTO patents with 853,638 reactions. Task: Predict the reaction yield, written as a fraction of the theoretical maximum amount of product (1.0 means a 100% yield; for example, 0.34 means a 34% yield). (1) The catalyst is CO.[Pd]. The yield is 0.950. The reactants are [NH:1](C(OCC1C=CC=CC=1)=O)[C@@H:2]([C:13]([NH:15][C@H:16]([C:27]([O:29][C:30]([CH3:33])([CH3:32])[CH3:31])=[O:28])[CH2:17][CH2:18][CH2:19][CH2:20][NH:21]OC(C)(C)C)=[O:14])[CH2:3][C:4]1[C:12]2[C:7](=[CH:8][CH:9]=[CH:10][CH:11]=2)[NH:6][CH:5]=1. The product is [NH2:1][C@@H:2]([C:13]([NH:15][C@H:16]([C:27]([O:29][C:30]([CH3:32])([CH3:33])[CH3:31])=[O:28])[CH2:17][CH2:18][CH2:19][CH2:20][NH:21][C:27]([O:29][C:30]([CH3:33])([CH3:32])[CH3:31])=[O:28])=[O:14])[CH2:3][C:4]1[C:12]2[C:7](=[CH:8][CH:9]=[CH:10][CH:11]=2)[NH:6][CH:5]=1. (2) The reactants are [CH3:1][C@H:2]1[CH2:7][NH:6][C@H:5]([CH3:8])[CH2:4][NH:3]1.CS(O)(=O)=O.C([O-])(=O)C.[K+].Cl[C:20]([O:22][CH2:23][CH3:24])=[O:21]. The catalyst is O.O1CCCC1.C(O)C. The product is [CH3:1][C@H:2]1[CH2:7][NH:6][C@H:5]([CH3:8])[CH2:4][N:3]1[C:20]([O:22][CH2:23][CH3:24])=[O:21]. The yield is 0.740. (3) The reactants are [CH2:1]([S:3]([N:6]1[CH2:11][CH2:10][CH:9]([C:12]2[C:20]3[C:15](=[C:16]([C:29]([NH2:31])=[O:30])[CH:17]=[C:18]([C:21]4[CH:26]=[CH:25][C:24]([CH:27]=O)=[CH:23][CH:22]=4)[CH:19]=3)[NH:14][CH:13]=2)[CH2:8][CH2:7]1)(=[O:5])=[O:4])[CH3:2].[CH3:32][O:33][NH2:34]. The catalyst is C(Cl)Cl.CO. The product is [CH2:1]([S:3]([N:6]1[CH2:7][CH2:8][CH:9]([C:12]2[C:20]3[C:15](=[C:16]([C:29]([NH2:31])=[O:30])[CH:17]=[C:18]([C:21]4[CH:22]=[CH:23][C:24]([CH:27]=[N:34][O:33][CH3:32])=[CH:25][CH:26]=4)[CH:19]=3)[NH:14][CH:13]=2)[CH2:10][CH2:11]1)(=[O:5])=[O:4])[CH3:2]. The yield is 0.760.